This data is from Catalyst prediction with 721,799 reactions and 888 catalyst types from USPTO. The task is: Predict which catalyst facilitates the given reaction. Reactant: Cl.[C@H:2]12[CH2:8][C@H:5]([NH:6][CH2:7]1)[CH2:4][N:3]2[C:9]([O:11][CH:12]([CH3:14])[CH3:13])=[O:10].[Br:15][C:16]1[N:20]2[N:21]=[C:22](F)[CH:23]=[CH:24][C:19]2=[N:18][CH:17]=1.CCN(C(C)C)C(C)C. Product: [Br:15][C:16]1[N:20]2[N:21]=[C:22]([N:6]3[CH2:7][CH:2]4[CH2:8][CH:5]3[CH2:4][N:3]4[C:9]([O:11][CH:12]([CH3:14])[CH3:13])=[O:10])[CH:23]=[CH:24][C:19]2=[N:18][CH:17]=1. The catalyst class is: 41.